Dataset: Full USPTO retrosynthesis dataset with 1.9M reactions from patents (1976-2016). Task: Predict the reactants needed to synthesize the given product. (1) Given the product [CH2:13]1[C:11]2([CH2:14][NH:8][CH2:9][C:10]32[O:15][CH2:16][CH2:17][O:18]3)[CH2:12]1, predict the reactants needed to synthesize it. The reactants are: C([N:8]1[CH2:14][C:11]2([CH2:13][CH2:12]2)[C:10]2([O:18][CH2:17][CH2:16][O:15]2)[CH2:9]1)C1C=CC=CC=1. (2) The reactants are: [NH2:1][C:2]1[CH:7]=[C:6]([O:8][CH2:9][CH3:10])[N:5]=[C:4]([C:11]([OH:13])=O)[CH:3]=1.NC1C(C#N)=C(OCC)N=C(C(O)=O)C=1.[C:29]1([C:35]2[CH:39]=[C:38]([CH2:40][N:41]3[CH2:46][CH2:45][CH:44]([CH2:47][NH2:48])[CH2:43][CH2:42]3)[O:37][N:36]=2)[CH:34]=[CH:33][CH:32]=[CH:31][CH:30]=1. Given the product [NH2:1][C:2]1[CH:7]=[C:6]([O:8][CH2:9][CH3:10])[N:5]=[C:4]([C:11]([NH:48][CH2:47][CH:44]2[CH2:43][CH2:42][N:41]([CH2:40][C:38]3[O:37][N:36]=[C:35]([C:29]4[CH:34]=[CH:33][CH:32]=[CH:31][CH:30]=4)[CH:39]=3)[CH2:46][CH2:45]2)=[O:13])[CH:3]=1, predict the reactants needed to synthesize it. (3) The reactants are: [Br:1][C:2]1[CH:7]=[CH:6][C:5]([N:8]2[CH2:13][CH2:12][NH:11][CH2:10][CH2:9]2)=[CH:4][CH:3]=1.FC(F)(F)S(O[CH2:20][C:21]([F:24])([F:23])[F:22])(=O)=O.C(=O)([O-])[O-].[Cs+].[Cs+]. Given the product [Br:1][C:2]1[CH:3]=[CH:4][C:5]([N:8]2[CH2:13][CH2:12][N:11]([CH2:20][C:21]([F:24])([F:23])[F:22])[CH2:10][CH2:9]2)=[CH:6][CH:7]=1, predict the reactants needed to synthesize it. (4) Given the product [F:1][C:2]1[CH:7]=[CH:6][C:5]([C:8]2[C:14]3[CH:15]=[CH:16][C:17]([C:19]([F:22])([F:21])[F:20])=[CH:18][C:13]=3[CH2:12][S:11](=[O:23])(=[O:24])[N:10]([CH3:25])[N:9]=2)=[CH:4][CH:3]=1, predict the reactants needed to synthesize it. The reactants are: [F:1][C:2]1[CH:7]=[CH:6][C:5]([C:8]2[C:14]3[CH:15]=[CH:16][C:17]([C:19]([F:22])([F:21])[F:20])=[CH:18][C:13]=3[CH2:12][S:11](=[O:24])(=[O:23])[NH:10][N:9]=2)=[CH:4][CH:3]=1.[CH3:25]I.